This data is from Reaction yield outcomes from USPTO patents with 853,638 reactions. The task is: Predict the reaction yield, written as a fraction of the theoretical maximum amount of product (1.0 means a 100% yield; for example, 0.34 means a 34% yield). The yield is 0.910. The catalyst is O. The reactants are [CH3:1][O:2][CH2:3][C:4]([NH:6][C:7]1[CH:8]=[C:9]2[C:13](=[CH:14][CH:15]=1)[CH2:12][CH2:11][CH2:10]2)=[O:5].C(O)(=O)C.[Br:20]Br. The product is [CH3:1][O:2][CH2:3][C:4]([NH:6][C:7]1[CH:8]=[C:9]2[C:13](=[CH:14][C:15]=1[Br:20])[CH2:12][CH2:11][CH2:10]2)=[O:5].